From a dataset of Forward reaction prediction with 1.9M reactions from USPTO patents (1976-2016). Predict the product of the given reaction. (1) Given the reactants [F:1][C:2]1[CH:7]=[CH:6][C:5]([C:8]([C:10]2[CH:15]=[CH:14][C:13]([S:16][CH3:17])=[CH:12][CH:11]=2)=[CH2:9])=[CH:4][N:3]=1.[BH4-].[Na+], predict the reaction product. The product is: [F:1][C:2]1[CH:7]=[CH:6][C:5]([CH:8]([C:10]2[CH:11]=[CH:12][C:13]([S:16][CH3:17])=[CH:14][CH:15]=2)[CH3:9])=[CH:4][N:3]=1. (2) Given the reactants [CH3:1][N:2]1[C:7]2=[CH:8][N:9]([CH2:14][O:15][CH2:16][CH2:17][Si:18]([CH3:21])([CH3:20])[CH3:19])[C:10](B(O)O)=[C:6]2[C:5](=[O:22])[N:4]([CH3:23])[C:3]1=[O:24].Br[C:26]1[CH:27]=[C:28]([CH:31]=[CH:32][CH:33]=1)[C:29]#[N:30].C(=O)([O-])[O-].[K+].[K+], predict the reaction product. The product is: [CH3:1][N:2]1[C:7]2=[CH:8][N:9]([CH2:14][O:15][CH2:16][CH2:17][Si:18]([CH3:21])([CH3:20])[CH3:19])[C:10]([C:26]3[CH:27]=[C:28]([CH:31]=[CH:32][CH:33]=3)[C:29]#[N:30])=[C:6]2[C:5](=[O:22])[N:4]([CH3:23])[C:3]1=[O:24]. (3) Given the reactants [Cl:1][C:2]1[CH:3]=[CH:4][CH:5]=[C:6]2[C:10]=1[NH:9][C:8](=[O:11])[C:7]12[CH2:15][O:14][C:13]2[CH:16]=[C:17]3[C:21](=[CH:22][C:12]1=2)[CH2:20][CH2:19][O:18]3.N1C2C(=CC=CC=2)C2(COC3C=C4C(=CC2=3)CCO4)C1=O.Br[CH2:45][C:46]1[O:47][C:48]([C:51]([F:54])([F:53])[F:52])=[CH:49][CH:50]=1.ClCC1C=NC(OC)=NC=1, predict the reaction product. The product is: [Cl:1][C:2]1[CH:3]=[CH:4][CH:5]=[C:6]2[C:10]=1[N:9]([CH2:45][C:46]1[O:47][C:48]([C:51]([F:54])([F:53])[F:52])=[CH:49][CH:50]=1)[C:8](=[O:11])[C:7]12[C:12]2=[CH:22][C:21]3[CH2:20][CH2:19][O:18][C:17]=3[CH:16]=[C:13]2[O:14][CH2:15]1. (4) Given the reactants [C:1]([C:3]1[CH:8]=[CH:7][CH:6]=[CH:5][CH:4]=1)#[CH:2].[Cl:9][C:10]1[C:15]([NH2:16])=[C:14](Cl)[N:13]=[CH:12][N:11]=1.CCN(C(C)C)C(C)C, predict the reaction product. The product is: [Cl:9][C:10]1[C:15]([NH2:16])=[C:14]([C:2]#[C:1][C:3]2[CH:8]=[CH:7][CH:6]=[CH:5][CH:4]=2)[N:13]=[CH:12][N:11]=1. (5) Given the reactants [H-].[Na+].[OH:3][CH:4]1[CH2:9][CH2:8][N:7]([CH3:10])[CH2:6][CH2:5]1.Cl.[N:12]1([C:19]([C:21]2[CH:38]=[CH:37][C:24]([NH:25][C:26]3[C:35]4[C:30](=[CH:31][CH:32]=[CH:33][C:34]=4F)[N:29]=[CH:28][N:27]=3)=[CH:23][C:22]=2[Cl:39])=[O:20])[CH2:18][CH2:17][CH2:16][CH2:15][CH2:14][CH2:13]1, predict the reaction product. The product is: [N:12]1([C:19]([C:21]2[CH:38]=[CH:37][C:24]([NH:25][C:26]3[C:35]4[C:30](=[CH:31][CH:32]=[CH:33][C:34]=4[O:3][CH:4]4[CH2:9][CH2:8][N:7]([CH3:10])[CH2:6][CH2:5]4)[N:29]=[CH:28][N:27]=3)=[CH:23][C:22]=2[Cl:39])=[O:20])[CH2:18][CH2:17][CH2:16][CH2:15][CH2:14][CH2:13]1. (6) Given the reactants C[Si](C)(C)CCOC[N:7]1[C:11]2[N:12]=[CH:13][N:14]=[C:15]([C:16]3[CH:17]=[N:18][N:19]([CH:21]4[CH2:26][CH2:25][CH2:24][CH:23]([CH2:27][C:28]#[N:29])[CH2:22]4)[CH:20]=3)[C:10]=2[CH:9]=[CH:8]1.[C:32]([OH:38])([C:34]([F:37])([F:36])[F:35])=[O:33].C(N)CN, predict the reaction product. The product is: [F:35][C:34]([F:37])([F:36])[C:32]([OH:38])=[O:33].[N:12]1[C:11]2[NH:7][CH:8]=[CH:9][C:10]=2[C:15]([C:16]2[CH:17]=[N:18][N:19]([CH:21]3[CH2:26][CH2:25][CH2:24][CH:23]([CH2:27][C:28]#[N:29])[CH2:22]3)[CH:20]=2)=[N:14][CH:13]=1. (7) The product is: [CH3:36][O:35][C:33]([NH:2][C@@H:3]1[CH2:7][CH2:6][N:5]([C:8]2[CH:13]=[CH:12][C:11]([N:14]3[CH2:18][C@H:17]([CH2:19][N:20]4[CH:24]=[CH:23][N:22]=[N:21]4)[O:16][C:15]3=[O:25])=[CH:10][C:9]=2[F:26])[CH2:4]1)=[O:34]. Given the reactants Cl.[NH2:2][C@@H:3]1[CH2:7][CH2:6][N:5]([C:8]2[CH:13]=[CH:12][C:11]([N:14]3[CH2:18][C@H:17]([CH2:19][N:20]4[CH:24]=[CH:23][N:22]=[N:21]4)[O:16][C:15]3=[O:25])=[CH:10][C:9]=2[F:26])[CH2:4]1.C(=O)(O)[O-].[Na+].Cl[C:33]([O:35][CH3:36])=[O:34], predict the reaction product. (8) The product is: [C:39]([O:43][C:44]([N:46]([CH3:59])[S:47]([N:32]1[CH2:33][CH2:34][N:29]([CH2:28][CH2:27][CH2:26][CH:16]2[CH2:15][N:14]3[C:13]4[CH:12]=[C:11]([C:35]([O:37][CH3:38])=[O:36])[CH:10]=[CH:9][C:8]=4[C:7]([CH:1]4[CH2:6][CH2:5][CH2:4][CH2:3][CH2:2]4)=[C:21]3[C:20]3[CH:22]=[CH:23][CH:24]=[CH:25][C:19]=3[O:18][CH2:17]2)[CH2:30][CH2:31]1)(=[O:49])=[O:48])=[O:45])([CH3:42])([CH3:41])[CH3:40]. Given the reactants [CH:1]1([C:7]2[C:8]3[CH:9]=[CH:10][C:11]([C:35]([O:37][CH3:38])=[O:36])=[CH:12][C:13]=3[N:14]3[C:21]=2[C:20]2[CH:22]=[CH:23][CH:24]=[CH:25][C:19]=2[O:18][CH2:17][CH:16]([CH2:26][CH2:27][CH2:28][N:29]2[CH2:34][CH2:33][NH:32][CH2:31][CH2:30]2)[CH2:15]3)[CH2:6][CH2:5][CH2:4][CH2:3][CH2:2]1.[C:39]([O:43][C:44]([N-:46][S:47](N1C=CC(=[N+](C)C)C=C1)(=[O:49])=[O:48])=[O:45])([CH3:42])([CH3:41])[CH3:40].[CH2:59]1COCC1, predict the reaction product.